Dataset: Reaction yield outcomes from USPTO patents with 853,638 reactions. Task: Predict the reaction yield, written as a fraction of the theoretical maximum amount of product (1.0 means a 100% yield; for example, 0.34 means a 34% yield). The reactants are [F:1][C:2]1[CH:3]=[C:4]([CH:8]2[CH2:10][O:9]2)[CH:5]=[CH:6][CH:7]=1.[OH:11][C:12]1[CH:19]=[CH:18][C:15]([CH:16]=[O:17])=[CH:14][CH:13]=1.[OH-].[Na+]. The catalyst is C1(C)C=CC=CC=1. The product is [F:1][C:2]1[CH:3]=[C:4]([CH:8]([OH:9])[CH2:10][O:11][C:12]2[CH:19]=[CH:18][C:15]([CH:16]=[O:17])=[CH:14][CH:13]=2)[CH:5]=[CH:6][CH:7]=1. The yield is 0.170.